From a dataset of Full USPTO retrosynthesis dataset with 1.9M reactions from patents (1976-2016). Predict the reactants needed to synthesize the given product. (1) Given the product [O:8]1[CH2:9][CH2:10][CH2:11][CH2:12][CH:7]1[O:6][C:5]1[CH:13]=[CH:14][C:2]([N:15]2[CH2:20][CH2:19][NH:18][CH2:17][CH2:16]2)=[CH:3][CH:4]=1, predict the reactants needed to synthesize it. The reactants are: Br[C:2]1[CH:14]=[CH:13][C:5]([O:6][CH:7]2[CH2:12][CH2:11][CH2:10][CH2:9][O:8]2)=[CH:4][CH:3]=1.[NH:15]1[CH2:20][CH2:19][NH:18][CH2:17][CH2:16]1.CC(C)([O-])C.[Na+].C(OCC)(=O)C. (2) Given the product [NH2:32][C:33]1[N:41]=[C:40]([O:42][CH2:43][CH2:44][O:45][CH3:46])[N:39]=[C:38]2[C:34]=1[NH:35][C:36](=[O:56])[N:37]2[CH2:47][C:48]1[CH:49]=[CH:50][C:51]([CH2:54][N:9]2[CH2:8][CH2:7][C:6]3([O:1][CH2:2][CH2:3][N:4]([CH2:12][CH2:13][O:14][C:15]4[CH:16]=[C:17]([CH2:21][C:22]([O:24][CH3:25])=[O:23])[CH:18]=[CH:19][CH:20]=4)[CH2:5]3)[CH2:11][CH2:10]2)=[CH:52][CH:53]=1, predict the reactants needed to synthesize it. The reactants are: [O:1]1[C:6]2([CH2:11][CH2:10][NH:9][CH2:8][CH2:7]2)[CH2:5][N:4]([CH2:12][CH2:13][O:14][C:15]2[CH:16]=[C:17]([CH2:21][C:22]([O:24][CH3:25])=[O:23])[CH:18]=[CH:19][CH:20]=2)[CH2:3][CH2:2]1.C(=O)([O-])[O-].[K+].[K+].[NH2:32][C:33]1[N:41]=[C:40]([O:42][CH2:43][CH2:44][O:45][CH3:46])[N:39]=[C:38]2[C:34]=1[NH:35][C:36](=[O:56])[N:37]2[CH2:47][C:48]1[CH:53]=[CH:52][C:51]([CH2:54]Cl)=[CH:50][CH:49]=1.O. (3) Given the product [CH3:1][O:2][C:3](=[O:11])[C:4]1[CH:9]=[C:8]([O:10][C:12]2[CH:17]=[CH:16][CH:15]=[CH:14][CH:13]=2)[CH:7]=[N:6][CH:5]=1, predict the reactants needed to synthesize it. The reactants are: [CH3:1][O:2][C:3](=[O:11])[C:4]1[CH:9]=[C:8]([OH:10])[CH:7]=[N:6][CH:5]=1.[C:12]1(B(O)O)[CH:17]=[CH:16][CH:15]=[CH:14][CH:13]=1.C(Cl)Cl.CCN(CC)CC. (4) Given the product [Br:1][C:2]1[CH:7]=[CH:6][C:5]([NH:8][C:9]2[C:14]([N+:15]([O-:17])=[O:16])=[C:13]([F:18])[CH:12]=[C:11]([O:23][CH3:22])[C:10]=2[F:20])=[C:4]([F:21])[CH:3]=1, predict the reactants needed to synthesize it. The reactants are: [Br:1][C:2]1[CH:7]=[CH:6][C:5]([NH:8][C:9]2[C:14]([N+:15]([O-:17])=[O:16])=[C:13]([F:18])[CH:12]=[C:11](F)[C:10]=2[F:20])=[C:4]([F:21])[CH:3]=1.[CH3:22][O-:23].[Na+]. (5) Given the product [C:1]([C:5]1[N:6]=[C:7]([N:16]2[CH2:20][CH2:19][C:18]([F:21])([F:22])[CH2:17]2)[C:8]2[C:9](=[N:11][N:12]([CH:14]3[CH2:45][O:46][CH2:15]3)[N:13]=2)[N:10]=1)([CH3:2])([CH3:3])[CH3:4], predict the reactants needed to synthesize it. The reactants are: [C:1]([C:5]1[N:6]=[C:7]([N:16]2[CH2:20][CH2:19][C:18]([F:22])([F:21])[CH2:17]2)[C:8]2[C:9](=[N:11][N:12]([CH2:14][CH3:15])[N:13]=2)[N:10]=1)([CH3:4])([CH3:3])[CH3:2].C(C1N=C(N2CCC(F)(F)C2)C2N=NNC=2N=1)(C)(C)C.BrC1C[O:46][CH2:45]1.